Dataset: Reaction yield outcomes from USPTO patents with 853,638 reactions. Task: Predict the reaction yield, written as a fraction of the theoretical maximum amount of product (1.0 means a 100% yield; for example, 0.34 means a 34% yield). The reactants are [Cl:1][C:2]1[C:10]2[N:9]=[C:8]3[N:11]([C:16]4[C:17]([CH3:25])=[CH:18][C:19]([N:22]([CH3:24])[CH3:23])=[N:20][CH:21]=4)[CH2:12][CH2:13][CH2:14][CH2:15][N:7]3[C:6]=2[C:5]([CH:26]([CH2:29][CH3:30])[CH2:27][CH3:28])=[CH:4][CH:3]=1.ClC1C=CC=C(C(OO)=[O:39])C=1. The catalyst is ClCCl. The product is [Cl:1][C:2]1[C:10]2[N:9]=[C:8]3[N:11]([C:16]4[CH:21]=[N+:20]([O-:39])[C:19]([N:22]([CH3:24])[CH3:23])=[CH:18][C:17]=4[CH3:25])[CH2:12][CH2:13][CH2:14][CH2:15][N:7]3[C:6]=2[C:5]([CH:26]([CH2:29][CH3:30])[CH2:27][CH3:28])=[CH:4][CH:3]=1. The yield is 0.680.